This data is from Catalyst prediction with 721,799 reactions and 888 catalyst types from USPTO. The task is: Predict which catalyst facilitates the given reaction. (1) Reactant: [N+:1]([C:4]1[CH:9]=[CH:8][C:7]([N:10]2[CH2:14][CH2:13][CH2:12][CH2:11]2)=[CH:6][C:5]=1[C:15]([F:18])([F:17])[F:16])([O-])=O. Product: [N:10]1([C:7]2[CH:8]=[CH:9][C:4]([NH2:1])=[C:5]([C:15]([F:16])([F:17])[F:18])[CH:6]=2)[CH2:14][CH2:13][CH2:12][CH2:11]1. The catalyst class is: 19. (2) Reactant: [NH2:1][C:2]1[C:7]2=[CH:8][CH:9]=[C:10]([CH2:11][CH2:12][CH2:13][OH:14])[N:6]2[N:5]=[CH:4][N:3]=1.[Br:15]N1C(C)(C)C(=O)N(Br)C1=O. Product: [NH2:1][C:2]1[C:7]2=[C:8]([Br:15])[CH:9]=[C:10]([CH2:11][CH2:12][CH2:13][OH:14])[N:6]2[N:5]=[CH:4][N:3]=1. The catalyst class is: 3.